The task is: Predict the product of the given reaction.. This data is from Forward reaction prediction with 1.9M reactions from USPTO patents (1976-2016). (1) Given the reactants Br[C:2]1[CH:7]=[CH:6][C:5](/[CH:8]=[CH:9]/[C:10]2[N:11]([CH2:23][C:24]3[CH:29]=[CH:28][C:27]([N:30]4[CH:34]=[N:33][CH:32]=[N:31]4)=[CH:26][CH:25]=3)[CH:12]=[C:13]([C:15]3[CH:20]=[CH:19][C:18]([Cl:21])=[CH:17][C:16]=3[Cl:22])[N:14]=2)=[CH:4][CH:3]=1.[F:35][C:36]([F:47])([F:46])[C:37]1[CH:42]=[CH:41][C:40](B(O)O)=[CH:39][CH:38]=1, predict the reaction product. The product is: [Cl:22][C:16]1[CH:17]=[C:18]([Cl:21])[CH:19]=[CH:20][C:15]=1[C:13]1[N:14]=[C:10](/[CH:9]=[CH:8]/[C:5]2[CH:4]=[CH:3][C:2]([C:40]3[CH:41]=[CH:42][C:37]([C:36]([F:47])([F:46])[F:35])=[CH:38][CH:39]=3)=[CH:7][CH:6]=2)[N:11]([CH2:23][C:24]2[CH:25]=[CH:26][C:27]([N:30]3[CH:34]=[N:33][CH:32]=[N:31]3)=[CH:28][CH:29]=2)[CH:12]=1. (2) Given the reactants [CH3:1][S:2][C:3]1[CH:4]=[C:5]([CH:32]=[CH:33][CH:34]=1)[NH:6][CH:7]1[CH2:12][CH2:11][N:10]([CH2:13][C:14]2[CH:19]=[CH:18][N:17]=[C:16]([C:20]3[CH:25]=[C:24]([O:26][CH3:27])[C:23]([O:28][CH3:29])=[C:22]([O:30][CH3:31])[CH:21]=3)[CH:15]=2)[CH2:9][CH2:8]1.[CH3:35][O:36][C:37]1[CH:38]=[C:39]([C:47]2[CH:54]=[CH:53][CH:52]=[CH:51][C:48]=2[CH2:49][Cl:50])[CH:40]=[C:41]([O:45][CH3:46])[C:42]=1[O:43][CH3:44], predict the reaction product. The product is: [ClH:50].[ClH:50].[CH3:1][S:2][C:3]1[CH:4]=[C:5]([N:6]([CH:7]2[CH2:8][CH2:9][N:10]([CH2:13][C:14]3[CH:19]=[CH:18][N:17]=[C:16]([C:20]4[CH:21]=[C:22]([O:30][CH3:31])[C:23]([O:28][CH3:29])=[C:24]([O:26][CH3:27])[CH:25]=4)[CH:15]=3)[CH2:11][CH2:12]2)[CH2:49][C:48]2[CH:51]=[CH:52][CH:53]=[CH:54][C:47]=2[C:39]2[CH:40]=[C:41]([O:45][CH3:46])[C:42]([O:43][CH3:44])=[C:37]([O:36][CH3:35])[CH:38]=2)[CH:32]=[CH:33][CH:34]=1.